Dataset: Reaction yield outcomes from USPTO patents with 853,638 reactions. Task: Predict the reaction yield, written as a fraction of the theoretical maximum amount of product (1.0 means a 100% yield; for example, 0.34 means a 34% yield). (1) The reactants are Cl[CH2:2][CH2:3][O:4][C:5]1[C:13]2[C:8](=[N:9][CH:10]=[N:11][C:12]=2[NH:14][C:15]2[CH:20]=[CH:19][C:18]([O:21][C:22]3[CH:23]=[N:24][C:25]([CH3:28])=[CH:26][CH:27]=3)=[C:17]([CH3:29])[CH:16]=2)[NH:7][N:6]=1.[CH3:30][N:31]1[CH2:36][CH2:35][NH:34][CH2:33][CH2:32]1. No catalyst specified. The product is [CH3:29][C:17]1[CH:16]=[C:15]([NH:14][C:12]2[N:11]=[CH:10][N:9]=[C:8]3[NH:7][N:6]=[C:5]([O:4][CH2:3][CH2:2][N:34]4[CH2:35][CH2:36][N:31]([CH3:30])[CH2:32][CH2:33]4)[C:13]=23)[CH:20]=[CH:19][C:18]=1[O:21][C:22]1[CH:23]=[N:24][C:25]([CH3:28])=[CH:26][CH:27]=1. The yield is 0.300. (2) The reactants are [F:1][C:2]([F:22])([F:21])[C:3]1[C:11]2[CH2:10][CH2:9][CH2:8][CH2:7][C:6]=2[N:5]([C:12]2[CH:20]=[CH:19][C:15]([C:16]([OH:18])=O)=[CH:14][CH:13]=2)[N:4]=1.C(N1C=CN=C1)(N1C=CN=C1)=O.[NH:35]1[CH2:39][CH2:38][CH2:37][CH2:36]1. The catalyst is ClCCl. The product is [N:35]1([C:16]([C:15]2[CH:19]=[CH:20][C:12]([N:5]3[C:6]4[CH2:7][CH2:8][CH2:9][CH2:10][C:11]=4[C:3]([C:2]([F:21])([F:22])[F:1])=[N:4]3)=[CH:13][CH:14]=2)=[O:18])[CH2:39][CH2:38][CH2:37][CH2:36]1. The yield is 0.500. (3) The reactants are [C:1]([N:20]1[CH:24]=[C:23]([CH:25]=[O:26])[N:22]=[CH:21]1)([C:14]1[CH:19]=[CH:18][CH:17]=[CH:16][CH:15]=1)([C:8]1[CH:13]=[CH:12][CH:11]=[CH:10][CH:9]=1)[C:2]1[CH:7]=[CH:6][CH:5]=[CH:4][CH:3]=1.[CH3:27][Mg]Br. The catalyst is C1COCC1. The product is [C:1]([N:20]1[CH:24]=[C:23]([CH:25]([OH:26])[CH3:27])[N:22]=[CH:21]1)([C:14]1[CH:15]=[CH:16][CH:17]=[CH:18][CH:19]=1)([C:8]1[CH:9]=[CH:10][CH:11]=[CH:12][CH:13]=1)[C:2]1[CH:7]=[CH:6][CH:5]=[CH:4][CH:3]=1. The yield is 0.850. (4) The reactants are C(Cl)(=O)C([Cl:4])=O.CN(C=O)C.[Na+].[CH2:13]([O:17][C:18]1[CH:23]=[CH:22][C:21]([S:24]([O-:27])(=O)=[O:25])=[CH:20][CH:19]=1)[C:14]#[C:15][CH3:16]. The catalyst is C(Cl)Cl. The product is [CH2:13]([O:17][C:18]1[CH:23]=[CH:22][C:21]([S:24]([Cl:4])(=[O:27])=[O:25])=[CH:20][CH:19]=1)[C:14]#[C:15][CH3:16]. The yield is 0.950. (5) The reactants are [CH3:1][O:2][C:3]1[CH:4]=[C:5]2[C:10](=[CH:11][C:12]=1[OH:13])[N:9]=[CH:8][CH:7]=[C:6]2[O:14][C:15]1[C:16]([C:23]2[CH:28]=[CH:27][CH:26]=[C:25]([CH3:29])[N:24]=2)=[N:17][C:18]([CH3:22])=[C:19]([CH3:21])[CH:20]=1.C(=O)([O-])[O-].[K+].[K+].Br[CH2:37][CH2:38][CH2:39][OH:40]. The catalyst is CN(C)C=O. The product is [CH3:1][O:2][C:3]1[CH:4]=[C:5]2[C:10](=[CH:11][C:12]=1[O:13][CH2:37][CH2:38][CH2:39][OH:40])[N:9]=[CH:8][CH:7]=[C:6]2[O:14][C:15]1[C:16]([C:23]2[CH:28]=[CH:27][CH:26]=[C:25]([CH3:29])[N:24]=2)=[N:17][C:18]([CH3:22])=[C:19]([CH3:21])[CH:20]=1. The yield is 0.620.